From a dataset of Reaction yield outcomes from USPTO patents with 853,638 reactions. Predict the reaction yield, written as a fraction of the theoretical maximum amount of product (1.0 means a 100% yield; for example, 0.34 means a 34% yield). No catalyst specified. The reactants are C[O:2][C:3](=O)[C@H:4]([CH2:13][OH:14])[NH:5][C:6]([O:8]C(C)(C)C)=[O:7].[CH3:21][CH:22]([CH2:24][AlH][CH2:21][CH:22]([CH3:24])[CH3:23])[CH3:23].[C:25]1([CH3:31])[CH:30]=CC=CC=1. The product is [C:22]([O:8][C:6]([N:5]1[C@H:4]([CH:3]=[O:2])[CH2:13][O:14][C:25]1([CH3:30])[CH3:31])=[O:7])([CH3:21])([CH3:23])[CH3:24]. The yield is 0.710.